Predict the reaction yield, written as a fraction of the theoretical maximum amount of product (1.0 means a 100% yield; for example, 0.34 means a 34% yield). From a dataset of Reaction yield outcomes from USPTO patents with 853,638 reactions. (1) The reactants are [N+:1]([C:4]1[CH:13]=[CH:12][C:7]2[S:8][CH2:9][CH2:10][NH:11][C:6]=2[CH:5]=1)([O-:3])=[O:2].Cl[CH2:15][C:16](Cl)=[O:17].[CH3:19][NH2:20]. The catalyst is O1CCCC1.O.C(=O)([O-])[O-].[Na+].[Na+]. The product is [CH3:19][NH:20][CH2:15][C:16]([N:11]1[CH2:10][CH2:9][S:8][C:7]2[CH:12]=[CH:13][C:4]([N+:1]([O-:3])=[O:2])=[CH:5][C:6]1=2)=[O:17]. The yield is 0.750. (2) The reactants are [F:1][C:2]([F:32])([F:31])[S:3]([NH:6][CH2:7][CH2:8][C:9]1[S:10][C:11]([C:14]2[CH:19]=[CH:18][C:17]([NH:20][C:21]([NH:23][C:24]3[CH:29]=[CH:28][CH:27]=[CH:26][C:25]=3[F:30])=[NH:22])=[CH:16][CH:15]=2)=[CH:12][N:13]=1)(=[O:5])=[O:4].F[C:34](F)(F)S(NCCC1SC(C2C=CC(NC(NC3C=CC=CC=3F)=S)=CC=2)=CN=1)(=O)=O.N#CN. No catalyst specified. The product is [F:32][C:2]([F:31])([F:1])[S:3]([NH:6][CH2:7][CH2:8][C:9]1[S:10][C:11]([C:14]2[CH:15]=[CH:16][C:17]([NH:20][C:21]([NH:23][C:24]3[CH:29]=[CH:28][CH:27]=[CH:26][C:25]=3[F:30])=[N:22][CH3:34])=[CH:18][CH:19]=2)=[CH:12][N:13]=1)(=[O:4])=[O:5]. The yield is 0.750. (3) The reactants are [CH3:1][N:2]([CH3:6])[CH2:3][CH2:4][NH2:5].Cl[C:8]1[N:9]=[N+:10]([O-:21])[C:11]2[CH:17]=[C:16]3[O:18][CH2:19][CH2:20][C:15]3=[CH:14][C:12]=2[N:13]=1. The catalyst is COCCOC. The product is [CH3:1][N:2]([CH3:6])[CH2:3][CH2:4][NH:5][C:8]1[N:9]=[N+:10]([O-:21])[C:11]2[CH:17]=[C:16]3[O:18][CH2:19][CH2:20][C:15]3=[CH:14][C:12]=2[N:13]=1. The yield is 0.650. (4) The reactants are [CH:1]1([N:6]2[C:11]3[N:12]=[C:13]([S:16][CH3:17])[N:14]=[CH:15][C:10]=3[C:9]([CH3:18])=[CH:8][C:7]2=[O:19])[CH2:5][CH2:4][CH2:3][CH2:2]1.II.FC(F)(F)C(OC1C(OC(=O)C(F)(F)F)=C([I:33])C=CC=1)=O.S([O-])([O-])(=O)=S.[Na+].[Na+]. The catalyst is ClCCl. The product is [CH:1]1([N:6]2[C:11]3[N:12]=[C:13]([S:16][CH3:17])[N:14]=[CH:15][C:10]=3[C:9]([CH3:18])=[C:8]([I:33])[C:7]2=[O:19])[CH2:2][CH2:3][CH2:4][CH2:5]1. The yield is 0.580. (5) The reactants are C1C=CC2N(O)N=NC=2C=1.O.C(N(CC)C(C)C)(C)C.[CH3:21][C@H:22]([NH:26][C:27]([O:29][C:30]([CH3:33])([CH3:32])[CH3:31])=[O:28])[C:23]([OH:25])=O.Cl.CN(C)CCCN=C=NCC.[NH2:46][CH:47]1[N:53]=[C:52]([C:54]2[CH:59]=[CH:58][CH:57]=[CH:56][CH:55]=2)[C:51]2[CH:60]=[CH:61][CH:62]=[CH:63][C:50]=2[N:49]([CH2:64][CH2:65][CH2:66][C:67]([F:70])([F:69])[F:68])[C:48]1=[O:71]. The product is [C:30]([O:29][C:27]([NH:26][C@H:22]([C:23]([NH:46][CH:47]1[N:53]=[C:52]([C:54]2[CH:55]=[CH:56][CH:57]=[CH:58][CH:59]=2)[C:51]2[CH:60]=[CH:61][CH:62]=[CH:63][C:50]=2[N:49]([CH2:64][CH2:65][CH2:66][C:67]([F:69])([F:68])[F:70])[C:48]1=[O:71])=[O:25])[CH3:21])=[O:28])([CH3:33])([CH3:32])[CH3:31]. The yield is 0.830. The catalyst is C1COCC1.C(Cl)Cl.